Predict the product of the given reaction. From a dataset of Forward reaction prediction with 1.9M reactions from USPTO patents (1976-2016). (1) Given the reactants OO.[Ce:3].[NH2:4][C@H:5]([C:10]([OH:12])=[O:11])[C@H:6]([CH2:8][CH3:9])[CH3:7].[N+]([O-])(O)=O, predict the reaction product. The product is: [NH2:4][C@H:5]([C:10]([OH:12])=[O:11])[C@H:6]([CH2:8][CH3:9])[CH3:7].[Ce:3]. (2) Given the reactants C(OC([NH:8][NH:9][CH:10]1[CH2:15][CH2:14][CH:13]([C:16]([CH3:19])([CH3:18])[CH3:17])[CH2:12][CH2:11]1)=O)(C)(C)C.C(O)(C(F)(F)F)=O.[C:27]([O:33]C)(=O)[CH2:28][C:29]([CH3:31])=O, predict the reaction product. The product is: [C:16]([CH:13]1[CH2:12][CH2:11][CH:10]([N:9]2[C:27](=[O:33])[CH2:28][C:29]([CH3:31])=[N:8]2)[CH2:15][CH2:14]1)([CH3:19])([CH3:17])[CH3:18]. (3) The product is: [Cl:1][C:2]1[CH:7]=[C:6]([O:8][CH3:9])[CH:5]=[CH:4][C:3]=1[C:10]1[CH:15]=[CH:14][N:13]=[C:12]([NH:16][CH:17]([CH:20]2[CH2:21][CH2:22]2)[CH2:18][CH3:19])[C:11]=1[NH2:23]. Given the reactants [Cl:1][C:2]1[CH:7]=[C:6]([O:8][CH3:9])[CH:5]=[CH:4][C:3]=1[C:10]1[CH:15]=[CH:14][N:13]=[C:12]([NH:16][CH:17]([CH:20]2[CH2:22][CH2:21]2)[CH2:18][CH3:19])[C:11]=1[N+:23]([O-])=O.[O-]S(S([O-])=O)=O.[Na+].[Na+], predict the reaction product.